This data is from Reaction yield outcomes from USPTO patents with 853,638 reactions. The task is: Predict the reaction yield, written as a fraction of the theoretical maximum amount of product (1.0 means a 100% yield; for example, 0.34 means a 34% yield). The reactants are [NH2:1][C@@H:2]([CH2:33][C:34]1[CH:39]=[CH:38][CH:37]=[CH:36][CH:35]=1)[C@@H:3]([OH:32])[CH2:4][C@@H:5]([NH:19][C:20]([C@@H:22]([NH:27][C:28](=[O:31])[O:29][CH3:30])[C:23]([CH3:26])([CH3:25])[CH3:24])=[O:21])[CH2:6][C:7]1[CH:12]=[CH:11][C:10]([C:13]2[CH:18]=[CH:17][CH:16]=[CH:15][N:14]=2)=[CH:9][CH:8]=1.[CH3:40][C:41]([CH3:61])([CH3:60])[C@H:42]([N:46]1[CH2:50][CH2:49][N:48]([CH2:51][C:52]2[C:53]([CH3:58])=[N:54][CH:55]=[CH:56][CH:57]=2)[C:47]1=[O:59])[C:43](O)=[O:44].CCOP(ON1N=NC2C=CC=CC=2C1=O)(OCC)=O.C(N(CC)C(C)C)(C)C. The catalyst is C1COCC1. The product is [CH3:40][C:41]([CH3:61])([CH3:60])[C@H:42]([N:46]1[CH2:50][CH2:49][N:48]([CH2:51][C:52]2[C:53]([CH3:58])=[N:54][CH:55]=[CH:56][CH:57]=2)[C:47]1=[O:59])[C:43]([NH:1][C@@H:2]([CH2:33][C:34]1[CH:35]=[CH:36][CH:37]=[CH:38][CH:39]=1)[C@@H:3]([OH:32])[CH2:4][C@@H:5]([NH:19][C:20]([C@@H:22]([NH:27][C:28](=[O:31])[O:29][CH3:30])[C:23]([CH3:26])([CH3:25])[CH3:24])=[O:21])[CH2:6][C:7]1[CH:12]=[CH:11][C:10]([C:13]2[CH:18]=[CH:17][CH:16]=[CH:15][N:14]=2)=[CH:9][CH:8]=1)=[O:44]. The yield is 0.520.